From a dataset of Forward reaction prediction with 1.9M reactions from USPTO patents (1976-2016). Predict the product of the given reaction. (1) Given the reactants C([O:3][C:4](=[O:31])[C:5]([O:8][CH2:9][C:10]1[C:14]([CH3:15])=[C:13]([C:16]2[CH:21]=[CH:20][C:19]([Cl:22])=[CH:18][CH:17]=2)[N:12]([C:23]2[CH:28]=[CH:27][C:26]([Cl:29])=[CH:25][C:24]=2[Cl:30])[N:11]=1)([CH3:7])[CH3:6])C.[Li+].[OH-].Cl, predict the reaction product. The product is: [Cl:22][C:19]1[CH:18]=[CH:17][C:16]([C:13]2[N:12]([C:23]3[CH:28]=[CH:27][C:26]([Cl:29])=[CH:25][C:24]=3[Cl:30])[N:11]=[C:10]([CH2:9][O:8][C:5]([CH3:6])([CH3:7])[C:4]([OH:31])=[O:3])[C:14]=2[CH3:15])=[CH:21][CH:20]=1. (2) Given the reactants [NH2:1][CH2:2][CH2:3][CH2:4][N:5]1[CH2:10][CH2:9][CH:8]([CH2:11][NH:12][C:13]([C:15]2[C:23]3[C:18](=[CH:19][CH:20]=[C:21]([O:24][CH3:25])[CH:22]=3)[NH:17][N:16]=2)=[O:14])[CH2:7][CH2:6]1.[C:26](Cl)(=[O:33])[C:27]1[CH:32]=[CH:31][CH:30]=[CH:29][CH:28]=1.O, predict the reaction product. The product is: [CH3:25][O:24][C:21]1[CH:22]=[C:23]2[C:18](=[CH:19][CH:20]=1)[NH:17][N:16]=[C:15]2[C:13]([NH:12][CH2:11][CH:8]1[CH2:9][CH2:10][N:5]([CH2:4][CH2:3][CH2:2][NH:1][C:26]([C:27]2[CH:32]=[CH:31][CH:30]=[CH:29][CH:28]=2)=[O:33])[CH2:6][CH2:7]1)=[O:14]. (3) The product is: [CH3:1][O:2][C:3](=[O:14])[C:4]1[CH:10]=[CH:9][C:8]([N+:11]([O-:13])=[O:12])=[CH:7][C:5]=1[NH:6][C:30](=[O:31])[C:29]1[CH:33]=[CH:34][C:26]([C:22]([CH3:24])([CH3:23])[CH3:25])=[CH:27][CH:28]=1. Given the reactants [CH3:1][O:2][C:3](=[O:14])[C:4]1[C:5](=[CH:7][C:8]([N+:11]([O-:13])=[O:12])=[CH:9][CH:10]=1)[NH2:6].C(N(CC)CC)C.[C:22]([C:26]1[CH:34]=[CH:33][C:29]([C:30](Cl)=[O:31])=[CH:28][CH:27]=1)([CH3:25])([CH3:24])[CH3:23], predict the reaction product. (4) Given the reactants C([O:8][N:9]1[C:14]2[N:15]=[CH:16][N:17]=[C:18]([CH3:19])[C:13]=2[C:12]([NH:20][CH2:21][C:22]2[CH:27]=[CH:26][C:25]([O:28][C:29]([F:32])([F:31])[F:30])=[CH:24][CH:23]=2)=[CH:11][C:10]1=[O:33])C1C=CC=CC=1.[H][H], predict the reaction product. The product is: [OH:8][N:9]1[C:14]2[N:15]=[CH:16][N:17]=[C:18]([CH3:19])[C:13]=2[C:12]([NH:20][CH2:21][C:22]2[CH:23]=[CH:24][C:25]([O:28][C:29]([F:32])([F:31])[F:30])=[CH:26][CH:27]=2)=[CH:11][C:10]1=[O:33].